Dataset: Full USPTO retrosynthesis dataset with 1.9M reactions from patents (1976-2016). Task: Predict the reactants needed to synthesize the given product. Given the product [CH3:1][S:2]([NH:5][CH2:6][C:7]1[CH:14]=[CH:13][C:10]([CH:11]=[O:12])=[CH:9][CH:8]=1)(=[O:4])=[O:3], predict the reactants needed to synthesize it. The reactants are: [CH3:1][S:2]([NH:5][CH2:6][C:7]1[CH:14]=[CH:13][C:10]([CH2:11][OH:12])=[CH:9][CH:8]=1)(=[O:4])=[O:3].[Cr](Cl)([O-])(=O)=O.[NH+]1C=CC=CC=1.CO.C(Cl)(Cl)Cl.